Dataset: Peptide-MHC class I binding affinity with 185,985 pairs from IEDB/IMGT. Task: Regression. Given a peptide amino acid sequence and an MHC pseudo amino acid sequence, predict their binding affinity value. This is MHC class I binding data. The peptide sequence is YEERLNEQLL. The MHC is HLA-B44:03 with pseudo-sequence HLA-B44:03. The binding affinity (normalized) is 0.114.